Dataset: NCI-60 drug combinations with 297,098 pairs across 59 cell lines. Task: Regression. Given two drug SMILES strings and cell line genomic features, predict the synergy score measuring deviation from expected non-interaction effect. Drug 1: CCC1(CC2CC(C3=C(CCN(C2)C1)C4=CC=CC=C4N3)(C5=C(C=C6C(=C5)C78CCN9C7C(C=CC9)(C(C(C8N6C=O)(C(=O)OC)O)OC(=O)C)CC)OC)C(=O)OC)O.OS(=O)(=O)O. Drug 2: CS(=O)(=O)CCNCC1=CC=C(O1)C2=CC3=C(C=C2)N=CN=C3NC4=CC(=C(C=C4)OCC5=CC(=CC=C5)F)Cl. Cell line: HCT-15. Synergy scores: CSS=22.2, Synergy_ZIP=8.71, Synergy_Bliss=10.7, Synergy_Loewe=4.54, Synergy_HSA=4.65.